Dataset: Catalyst prediction with 721,799 reactions and 888 catalyst types from USPTO. Task: Predict which catalyst facilitates the given reaction. (1) Reactant: [CH:1]1([C:4]2[O:8][N:7]=[C:6]([C:9]3[CH:14]=[CH:13][CH:12]=[CH:11][C:10]=3[O:15][C:16]([F:19])([F:18])[F:17])[C:5]=2[CH2:20]O)[CH2:3][CH2:2]1.C1(P(C2C=CC=CC=2)C2C=CC=CC=2)C=CC=CC=1.C(Br)(Br)(Br)[Br:42]. Product: [Br:42][CH2:20][C:5]1[C:6]([C:9]2[CH:14]=[CH:13][CH:12]=[CH:11][C:10]=2[O:15][C:16]([F:19])([F:18])[F:17])=[N:7][O:8][C:4]=1[CH:1]1[CH2:3][CH2:2]1. The catalyst class is: 4. (2) Reactant: [CH2:1]([N:3]([CH3:5])[CH3:4])[CH3:2].[CH3:6][O:7][CH2:8][Cl:9]. Product: [Cl-:9].[CH2:1]([N+:3]([CH2:6][O:7][CH3:8])([CH3:5])[CH3:4])[CH3:2]. The catalyst class is: 21. (3) Reactant: C(OC([N:8]1[CH2:13][CH2:12][N:11]([C:14]2[C:19]3[CH2:20][CH2:21][O:22][C:23]4[CH:28]=[CH:27][CH:26]=[CH:25][C:24]=4[C:18]=3[N:17]=[C:16]([NH2:29])[N:15]=2)[CH2:10][CH2:9]1)=O)(C)(C)C.C(O)(C(F)(F)F)=O. Product: [N:11]1([C:14]2[C:19]3[CH2:20][CH2:21][O:22][C:23]4[CH:28]=[CH:27][CH:26]=[CH:25][C:24]=4[C:18]=3[N:17]=[C:16]([NH2:29])[N:15]=2)[CH2:12][CH2:13][NH:8][CH2:9][CH2:10]1. The catalyst class is: 2.